This data is from Catalyst prediction with 721,799 reactions and 888 catalyst types from USPTO. The task is: Predict which catalyst facilitates the given reaction. Reactant: [CH2:1]([O:3][C:4](=[O:40])[CH2:5][CH2:6][CH2:7][O:8][C:9]1[CH:14]=[CH:13][CH:12]=[C:11]([CH2:15][CH2:16][CH2:17][CH2:18][CH2:19][CH2:20][O:21][C:22]2[CH:27]=[C:26]([S:28]([CH3:31])(=[O:30])=[O:29])[CH:25]=[C:24](Br)[CH:23]=2)[C:10]=1[CH2:33][CH2:34][C:35]([O:37][CH2:38][CH3:39])=[O:36])[CH3:2].[F:41][C:42]1([F:54])[O:46][C:45]2[CH:47]=[CH:48][C:49](B(O)O)=[CH:50][C:44]=2[O:43]1.C(=O)([O-])[O-].[Na+].[Na+]. Product: [CH2:1]([O:3][C:4](=[O:40])[CH2:5][CH2:6][CH2:7][O:8][C:9]1[CH:14]=[CH:13][CH:12]=[C:11]([CH2:15][CH2:16][CH2:17][CH2:18][CH2:19][CH2:20][O:21][C:22]2[CH:27]=[C:26]([S:28]([CH3:31])(=[O:30])=[O:29])[CH:25]=[C:24]([C:49]3[CH:48]=[CH:47][C:45]4[O:46][C:42]([F:41])([F:54])[O:43][C:44]=4[CH:50]=3)[CH:23]=2)[C:10]=1[CH2:33][CH2:34][C:35]([O:37][CH2:38][CH3:39])=[O:36])[CH3:2]. The catalyst class is: 853.